This data is from Catalyst prediction with 721,799 reactions and 888 catalyst types from USPTO. The task is: Predict which catalyst facilitates the given reaction. (1) Reactant: Cl.[CH2:2]([O:4][C:5](=[O:15])[C@H:6]([CH2:8][CH2:9][C:10]([O:12][CH2:13][CH3:14])=[O:11])[NH2:7])[CH3:3].C(N(CC)CC)C.[C:23](O[C:23]([O:25][C:26]([CH3:29])([CH3:28])[CH3:27])=[O:24])([O:25][C:26]([CH3:29])([CH3:28])[CH3:27])=[O:24].O. Product: [C:26]([O:25][C:23]([NH:7][C@H:6]([C:5]([O:4][CH2:2][CH3:3])=[O:15])[CH2:8][CH2:9][C:10]([O:12][CH2:13][CH3:14])=[O:11])=[O:24])([CH3:29])([CH3:28])[CH3:27]. The catalyst class is: 616. (2) Reactant: CS(O[CH2:6][C@H:7]([O:28][CH2:29][CH2:30][CH2:31][CH2:32][CH2:33][CH2:34][CH2:35][CH2:36][CH2:37][CH2:38][CH2:39][CH2:40][CH2:41][CH2:42][CH2:43][CH2:44][CH2:45][CH3:46])[CH2:8][O:9][CH2:10][CH2:11][CH2:12][CH2:13][CH2:14][CH2:15][CH2:16][CH2:17][CH2:18][CH2:19][CH2:20][CH2:21][CH2:22][CH2:23][CH2:24][CH2:25][CH2:26][CH3:27])(=O)=O.[C-:47]#[N:48].[Na+].CCOCC.O. Product: [CH2:29]([O:28][C@H:7]([CH2:8][O:9][CH2:10][CH2:11][CH2:12][CH2:13][CH2:14][CH2:15][CH2:16][CH2:17][CH2:18][CH2:19][CH2:20][CH2:21][CH2:22][CH2:23][CH2:24][CH2:25][CH2:26][CH3:27])[CH2:6][C:47]#[N:48])[CH2:30][CH2:31][CH2:32][CH2:33][CH2:34][CH2:35][CH2:36][CH2:37][CH2:38][CH2:39][CH2:40][CH2:41][CH2:42][CH2:43][CH2:44][CH2:45][CH3:46]. The catalyst class is: 9. (3) Reactant: [Br:1][C:2]1[C:3]([O:12][CH3:13])=[C:4]([C:8]([F:11])=[CH:9][CH:10]=1)[C:5]([NH2:7])=O.ClC1N=C(Cl)N=C(Cl)N=1. Product: [Br:1][C:2]1[C:3]([O:12][CH3:13])=[C:4]([C:8]([F:11])=[CH:9][CH:10]=1)[C:5]#[N:7]. The catalyst class is: 3. (4) Reactant: [CH3:1][O:2][CH2:3][CH2:4]O.C1(P(C2C=CC=CC=2)C2C=CC=CC=2)C=CC=CC=1.N(C(OC(C)C)=O)=NC(OC(C)C)=O.[O:39]([C:46]1[C:51]([O:52][CH2:53][CH2:54][CH2:55][C:56]2[CH:61]=[CH:60][N:59]=[CH:58][C:57]=2[OH:62])=[CH:50][CH:49]=[CH:48][N:47]=1)[C:40]1[CH:45]=[CH:44][CH:43]=[CH:42][CH:41]=1. Product: [O:39]([C:46]1[C:51]([O:52][CH2:53][CH2:54][CH2:55][C:56]2[CH:61]=[CH:60][N:59]=[CH:58][C:57]=2[O:62][CH2:4][CH2:3][O:2][CH3:1])=[CH:50][CH:49]=[CH:48][N:47]=1)[C:40]1[CH:45]=[CH:44][CH:43]=[CH:42][CH:41]=1. The catalyst class is: 1. (5) Reactant: [Br:1][C:2]1[C:3]([CH2:9][NH:10][CH3:11])=[C:4]([NH2:8])[CH:5]=[CH:6][CH:7]=1.CCN(CC)CC.ClC(Cl)(O[C:23](=[O:29])OC(Cl)(Cl)Cl)Cl. Product: [Br:1][C:2]1[CH:7]=[CH:6][CH:5]=[C:4]2[C:3]=1[CH2:9][N:10]([CH3:11])[C:23](=[O:29])[NH:8]2. The catalyst class is: 2.